This data is from Reaction yield outcomes from USPTO patents with 853,638 reactions. The task is: Predict the reaction yield, written as a fraction of the theoretical maximum amount of product (1.0 means a 100% yield; for example, 0.34 means a 34% yield). (1) The reactants are [CH3:1][O:2][C:3](=[O:39])[CH2:4][CH2:5][CH2:6]/[CH:7]=[CH:8]\[CH2:9][C@H:10]1[C:14](=[O:15])[CH:13]=[CH:12][C@@H:11]1/[CH:16]=[CH:17]/[CH:18]([O:31][Si:32]([C:35]([CH3:38])([CH3:37])[CH3:36])([CH3:34])[CH3:33])[CH2:19][CH2:20][C:21]1[S:25][C:24]2[CH:26]=[CH:27][CH:28]=[CH:29][C:23]=2[C:22]=1[Cl:30]. The catalyst is C1(C)C=CC=CC=1. The product is [CH3:1][O:2][C:3](=[O:39])[CH2:4][CH2:5][CH2:6]/[CH:7]=[CH:8]\[CH2:9][C@H:10]1[C:14](=[O:15])[CH2:13][CH2:12][C@@H:11]1/[CH:16]=[CH:17]/[CH:18]([O:31][Si:32]([C:35]([CH3:37])([CH3:36])[CH3:38])([CH3:33])[CH3:34])[CH2:19][CH2:20][C:21]1[S:25][C:24]2[CH:26]=[CH:27][CH:28]=[CH:29][C:23]=2[C:22]=1[Cl:30]. The yield is 0.760. (2) The reactants are [CH3:1][O:2][C:3]([C:5]1[S:6][C:7]([C:31]2[CH:36]=[CH:35][CH:34]=[CH:33][CH:32]=2)=[CH:8][C:9]=1[N:10]([S:19]([C:22]1[CH:27]=[C:26]([CH3:28])[C:25]([Cl:29])=[CH:24][C:23]=1[CH3:30])(=[O:21])=[O:20])[CH2:11][C:12]1[CH:17]=[CH:16][CH:15]=[C:14](I)[CH:13]=1)=[O:4].[O:37]1[C:41]2[CH:42]=[CH:43][CH:44]=[CH:45][C:40]=2[CH:39]=[C:38]1B(O)O. The catalyst is COCCOC.C([O-])([O-])=O.[Na+].[Na+].C(OCC)(=O)C.O.C1C=CC([P]([Pd]([P](C2C=CC=CC=2)(C2C=CC=CC=2)C2C=CC=CC=2)([P](C2C=CC=CC=2)(C2C=CC=CC=2)C2C=CC=CC=2)[P](C2C=CC=CC=2)(C2C=CC=CC=2)C2C=CC=CC=2)(C2C=CC=CC=2)C2C=CC=CC=2)=CC=1. The product is [CH3:1][O:2][C:3]([C:5]1[S:6][C:7]([C:31]2[CH:36]=[CH:35][CH:34]=[CH:33][CH:32]=2)=[CH:8][C:9]=1[N:10]([CH:11]([C:38]1[O:37][C:41]2[CH:42]=[CH:43][CH:44]=[CH:45][C:40]=2[CH:39]=1)[C:12]1[CH:17]=[CH:16][CH:15]=[CH:14][CH:13]=1)[S:19]([C:22]1[CH:27]=[C:26]([CH3:28])[C:25]([Cl:29])=[CH:24][C:23]=1[CH3:30])(=[O:21])=[O:20])=[O:4]. The yield is 1.00. (3) The reactants are [F:1][C:2]1[C:3]([N+:9]([O-:11])=[O:10])=[C:4]([CH:6]=[CH:7][CH:8]=1)[NH2:5].[Br:12]N1C(=O)CCC1=O. The catalyst is CN(C=O)C.CCOC(C)=O. The product is [Br:12][C:8]1[CH:7]=[CH:6][C:4]([NH2:5])=[C:3]([N+:9]([O-:11])=[O:10])[C:2]=1[F:1]. The yield is 0.970. (4) The product is [CH:26]1([C:20]2[CH:21]=[CH:22][C:23]([O:4][C:1](=[O:3])[N:10]([CH3:11])[C@H:9]3[CH2:8][NH:7][C:6]3=[O:5])=[CH:24][CH:25]=2)[CH2:31][CH2:30][CH2:29][CH2:28][CH2:27]1. The catalyst is C(Cl)Cl. The yield is 0.550. The reactants are [C:1]([O-:4])(=[O:3])C.[O:5]=[C:6]1[C@@H:9]([NH3+:10])[CH2:8][NH:7]1.[CH3:11]CN(C(C)C)C(C)C.[C:20]1([C:26]2[CH:27]=[C:28](C3C=CN(C([O-])=O)C(=O)C=3C)[CH:29]=[CH:30][CH:31]=2)[CH:25]=[CH:24][CH:23]=[CH:22][CH:21]=1. (5) The reactants are O1CCOCC1.C(OC([N:14]1[CH2:19][CH2:18][CH2:17][CH2:16][CH:15]1[C:20]1([OH:46])[CH2:23][N:22]([C:24]([C:26]2[C:27]([NH:37][C:38]3[CH:43]=[CH:42][C:41]([Br:44])=[CH:40][C:39]=3[F:45])=[C:28]([F:36])[C:29](=[O:35])[N:30]3[C:34]=2[CH2:33][CH2:32][CH2:31]3)=[O:25])[CH2:21]1)=O)(C)(C)C. The yield is 0.716. The product is [Br:44][C:41]1[CH:42]=[CH:43][C:38]([NH:37][C:27]2[C:26]([C:24]([N:22]3[CH2:21][C:20]([OH:46])([CH:15]4[CH2:16][CH2:17][CH2:18][CH2:19][NH:14]4)[CH2:23]3)=[O:25])=[C:34]3[N:30]([CH2:31][CH2:32][CH2:33]3)[C:29](=[O:35])[C:28]=2[F:36])=[C:39]([F:45])[CH:40]=1. The catalyst is Cl.CO.